The task is: Regression. Given two drug SMILES strings and cell line genomic features, predict the synergy score measuring deviation from expected non-interaction effect.. This data is from NCI-60 drug combinations with 297,098 pairs across 59 cell lines. (1) Drug 1: C1CCC(CC1)NC(=O)N(CCCl)N=O. Drug 2: C(CCl)NC(=O)N(CCCl)N=O. Cell line: COLO 205. Synergy scores: CSS=25.5, Synergy_ZIP=-4.07, Synergy_Bliss=4.44, Synergy_Loewe=-0.827, Synergy_HSA=3.65. (2) Drug 1: C1=C(C(=O)NC(=O)N1)N(CCCl)CCCl. Drug 2: CC1=C(C=C(C=C1)C(=O)NC2=CC(=CC(=C2)C(F)(F)F)N3C=C(N=C3)C)NC4=NC=CC(=N4)C5=CN=CC=C5. Cell line: MOLT-4. Synergy scores: CSS=58.3, Synergy_ZIP=5.97, Synergy_Bliss=4.25, Synergy_Loewe=-1.43, Synergy_HSA=1.67. (3) Drug 1: CCCS(=O)(=O)NC1=C(C(=C(C=C1)F)C(=O)C2=CNC3=C2C=C(C=N3)C4=CC=C(C=C4)Cl)F. Drug 2: CC1=C(C(=O)C2=C(C1=O)N3CC4C(C3(C2COC(=O)N)OC)N4)N. Cell line: NCI-H322M. Synergy scores: CSS=11.2, Synergy_ZIP=0.748, Synergy_Bliss=6.80, Synergy_Loewe=-10.6, Synergy_HSA=0.714. (4) Drug 1: CC(CN1CC(=O)NC(=O)C1)N2CC(=O)NC(=O)C2. Drug 2: CC(C)(C#N)C1=CC(=CC(=C1)CN2C=NC=N2)C(C)(C)C#N. Cell line: NCI/ADR-RES. Synergy scores: CSS=2.69, Synergy_ZIP=-1.04, Synergy_Bliss=-0.945, Synergy_Loewe=0.363, Synergy_HSA=-0.724. (5) Drug 1: CNC(=O)C1=NC=CC(=C1)OC2=CC=C(C=C2)NC(=O)NC3=CC(=C(C=C3)Cl)C(F)(F)F. Drug 2: CS(=O)(=O)OCCCCOS(=O)(=O)C. Cell line: MALME-3M. Synergy scores: CSS=0.893, Synergy_ZIP=-2.22, Synergy_Bliss=-6.22, Synergy_Loewe=-6.39, Synergy_HSA=-5.63. (6) Drug 1: COC1=CC(=CC(=C1O)OC)C2C3C(COC3=O)C(C4=CC5=C(C=C24)OCO5)OC6C(C(C7C(O6)COC(O7)C8=CC=CS8)O)O. Drug 2: C1=NC2=C(N=C(N=C2N1C3C(C(C(O3)CO)O)O)F)N. Cell line: BT-549. Synergy scores: CSS=34.1, Synergy_ZIP=-6.96, Synergy_Bliss=-7.40, Synergy_Loewe=-21.4, Synergy_HSA=-5.71. (7) Drug 1: C1CCN(CC1)CCOC2=CC=C(C=C2)C(=O)C3=C(SC4=C3C=CC(=C4)O)C5=CC=C(C=C5)O. Drug 2: COC1=C2C(=CC3=C1OC=C3)C=CC(=O)O2. Cell line: CAKI-1. Synergy scores: CSS=0.346, Synergy_ZIP=-1.24, Synergy_Bliss=-4.28, Synergy_Loewe=-3.29, Synergy_HSA=-4.07.